From a dataset of Full USPTO retrosynthesis dataset with 1.9M reactions from patents (1976-2016). Predict the reactants needed to synthesize the given product. Given the product [CH2:43]([NH:50][C:11]([C:8]1[CH:9]=[C:10]2[C:5]([C:4]([N:14]3[CH2:19][CH2:18][N:17]([CH3:20])[CH2:16][CH2:15]3)=[N:3][N:2]2[CH3:1])=[CH:6][CH:7]=1)=[O:12])[C:44]1[CH:49]=[CH:48][CH:47]=[CH:46][CH:45]=1, predict the reactants needed to synthesize it. The reactants are: [CH3:1][N:2]1[C:10]2[C:5](=[CH:6][CH:7]=[C:8]([C:11]([O-])=[O:12])[CH:9]=2)[C:4]([N:14]2[CH2:19][CH2:18][N:17]([CH3:20])[CH2:16][CH2:15]2)=[N:3]1.[Li+].C(Cl)CCl.C1C=CC2N(O)N=NC=2C=1.CCN(CC)CC.[CH2:43]([NH2:50])[C:44]1[CH:49]=[CH:48][CH:47]=[CH:46][CH:45]=1.